Dataset: Catalyst prediction with 721,799 reactions and 888 catalyst types from USPTO. Task: Predict which catalyst facilitates the given reaction. (1) Product: [Cl:1][C:2]1[CH:3]=[C:4]([S:9]([NH:12][CH2:13][C:14]2[CH:15]=[CH:16][C:17]([C:20]([OH:22])=[O:21])=[N:18][CH:19]=2)(=[O:10])=[O:11])[CH:5]=[CH:6][C:7]=1[F:8]. Reactant: [Cl:1][C:2]1[CH:3]=[C:4]([S:9]([NH:12][CH2:13][C:14]2[CH:15]=[CH:16][C:17]([C:20]([O:22]C)=[O:21])=[N:18][CH:19]=2)(=[O:11])=[O:10])[CH:5]=[CH:6][C:7]=1[F:8].[OH-].[K+]. The catalyst class is: 5. (2) Reactant: [NH2:1][C:2]1[N:7]=[C:6]([N:8]2[CH2:13][C@H:12]([CH3:14])[N:11]([C:15]([O:17][C:18]([CH3:21])([CH3:20])[CH3:19])=[O:16])[C@H:10]([CH3:22])[CH2:9]2)[CH:5]=[CH:4][C:3]=1[O:23][CH3:24].N1C=CC=CC=1.[Br:31][C:32]1[CH:37]=[CH:36][C:35]([S:38](Cl)(=[O:40])=[O:39])=[C:34]([Cl:42])[CH:33]=1. Product: [Br:31][C:32]1[CH:37]=[CH:36][C:35]([S:38]([NH:1][C:2]2[N:7]=[C:6]([N:8]3[CH2:9][C@H:10]([CH3:22])[N:11]([C:15]([O:17][C:18]([CH3:19])([CH3:21])[CH3:20])=[O:16])[C@H:12]([CH3:14])[CH2:13]3)[CH:5]=[CH:4][C:3]=2[O:23][CH3:24])(=[O:39])=[O:40])=[C:34]([Cl:42])[CH:33]=1. The catalyst class is: 2.